Task: Predict the reactants needed to synthesize the given product.. Dataset: Full USPTO retrosynthesis dataset with 1.9M reactions from patents (1976-2016) (1) The reactants are: [B:1]([O:6][CH3:7])([O:4][CH3:5])[O:2][CH3:3].C(O)(=O)C(C)=C.CC(O)COC(CO)C.COC(COC(COC(CO)C)C)C. Given the product [B:1]([OH:6])([OH:4])[OH:2].[B:1]([O:6][CH3:7])([O:4][CH3:5])[O:2][CH3:3], predict the reactants needed to synthesize it. (2) Given the product [C:23]1([CH:7]([C:1]2[CH:2]=[CH:3][CH:4]=[CH:5][CH:6]=2)[N:8]2[CH2:9][C:47]([NH:41][CH2:39][C:40]3[CH:5]=[CH:6][CH:1]=[CH:2][CH:3]=3)([C:46]([NH:32][CH:33]([CH3:34])[CH3:35])=[O:45])[CH2:11]2)[CH:24]=[CH:25][CH:26]=[CH:27][CH:28]=1, predict the reactants needed to synthesize it. The reactants are: [C:1]1([CH:7]([C:23]2[CH:28]=[CH:27][CH:26]=[CH:25][CH:24]=2)[N:8]2[CH2:11]C(NCC3C=CC=CC=3)(C(O)=O)[CH2:9]2)[CH:6]=[CH:5][CH:4]=[CH:3][CH:2]=1.C([N:32](CC)[CH:33]([CH3:35])[CH3:34])(C)C.C[CH:39]([NH2:41])[CH3:40].C([O:45][CH2:46][CH3:47])(=O)C. (3) Given the product [Cl:1][C:2]1[CH:3]=[CH:4][C:5]2[N:11]3[CH:12]=[CH:13][CH:14]=[C:10]3[C@@H:9]([CH2:15][CH2:16][N:17]3[C:21]([CH2:22][C:23]([OH:25])=[O:24])=[N:20][CH:19]=[N:18]3)[O:8][C@H:7]([C:28]3[CH:33]=[CH:32][CH:31]=[C:30]([O:34][CH3:35])[C:29]=3[O:36][CH3:37])[C:6]=2[CH:38]=1, predict the reactants needed to synthesize it. The reactants are: [Cl:1][C:2]1[CH:3]=[CH:4][C:5]2[N:11]3[CH:12]=[CH:13][CH:14]=[C:10]3[C@@H:9]([CH2:15][CH2:16][N:17]3[C:21]([CH2:22][C:23]([O:25]CC)=[O:24])=[N:20][CH:19]=[N:18]3)[O:8][C@H:7]([C:28]3[CH:33]=[CH:32][CH:31]=[C:30]([O:34][CH3:35])[C:29]=3[O:36][CH3:37])[C:6]=2[CH:38]=1.C(=O)([O-])[O-].[K+].[K+]. (4) The reactants are: Cl[C:2]1[CH:3]=[C:4]([CH:9]=[CH:10][CH:11]=1)[C:5]([O:7]O)=O.C(O[C:20]1([CH3:29])[C:25]([CH3:26])=[N:24][CH:23]=[CH:22][CH:21]1[O:27][CH3:28])C1C=CC=CC=1.[OH2:30]. Given the product [CH2:5]([O:7][C:22]1[C:21]([O:27][CH3:28])=[C:20]([CH3:29])[C:25]([CH3:26])=[N+:24]([O-:30])[CH:23]=1)[C:4]1[CH:3]=[CH:2][CH:11]=[CH:10][CH:9]=1, predict the reactants needed to synthesize it. (5) The reactants are: [C:1]1(=[O:8])[NH:6][C:5](=[O:7])[CH2:4][CH2:3][CH2:2]1.C([O-])([O-])=O.[K+].[K+].[CH3:15][O:16][C:17]1[CH:24]=[CH:23][C:20]([CH2:21]Cl)=[CH:19][CH:18]=1. Given the product [CH3:15][O:16][C:17]1[CH:24]=[CH:23][C:20]([CH2:21][N:6]2[C:5](=[O:7])[CH2:4][CH2:3][CH2:2][C:1]2=[O:8])=[CH:19][CH:18]=1, predict the reactants needed to synthesize it. (6) Given the product [Cl:1][C:2]1[CH:3]=[CH:4][C:5]([C:8]2[CH2:13][CH2:12][C:11]([CH3:14])([CH3:15])[CH2:10][C:9]=2[CH:16]=[O:17])=[CH:6][CH:7]=1, predict the reactants needed to synthesize it. The reactants are: [Cl:1][C:2]1[CH:7]=[CH:6][C:5]([C:8]2[CH2:13][CH2:12][C:11]([CH3:15])([CH3:14])[CH2:10][C:9]=2[CH2:16][OH:17])=[CH:4][CH:3]=1.CC(OI1(OC(C)=O)(OC(C)=O)OC(=O)C2C=CC=CC1=2)=O.